Dataset: Forward reaction prediction with 1.9M reactions from USPTO patents (1976-2016). Task: Predict the product of the given reaction. The product is: [CH2:27]([N:26]([CH3:25])[CH:15]1[CH2:16][CH:11]([C:9](=[O:10])[NH:8][C:5]2[CH:6]=[CH:7][C:2]([Cl:1])=[CH:3][CH:4]=2)[CH2:12][N:13]([C:18]([O:20][C:21]([CH3:24])([CH3:23])[CH3:22])=[O:19])[CH2:14]1)[C:28]1[CH:33]=[CH:32][CH:31]=[CH:30][CH:29]=1. Given the reactants [Cl:1][C:2]1[CH:7]=[CH:6][C:5]([NH:8][C:9]([CH:11]2[CH2:16][C:15](=O)[CH2:14][N:13]([C:18]([O:20][C:21]([CH3:24])([CH3:23])[CH3:22])=[O:19])[CH2:12]2)=[O:10])=[CH:4][CH:3]=1.[CH3:25][NH:26][CH2:27][C:28]1[CH:33]=[CH:32][CH:31]=[CH:30][CH:29]=1.C(O[BH-](OC(=O)C)OC(=O)C)(=O)C.[Na+].ClCCl, predict the reaction product.